Predict the product of the given reaction. From a dataset of Forward reaction prediction with 1.9M reactions from USPTO patents (1976-2016). The product is: [Cl:1][C:2]1[CH:7]=[C:6]([O:8][C:9]2[C:18]3[C:13](=[CH:14][C:15]([O:21][CH2:35][CH2:36][OH:37])=[C:16]([O:19][CH3:20])[CH:17]=3)[N:12]=[CH:11][N:10]=2)[CH:5]=[CH:4][C:3]=1[NH:22][C:23]([NH:25][CH2:26][CH2:27][CH3:28])=[O:24]. Given the reactants [Cl:1][C:2]1[CH:7]=[C:6]([O:8][C:9]2[C:18]3[C:13](=[CH:14][C:15]([OH:21])=[C:16]([O:19][CH3:20])[CH:17]=3)[N:12]=[CH:11][N:10]=2)[CH:5]=[CH:4][C:3]=1[NH:22][C:23]([NH:25][CH2:26][CH2:27][CH3:28])=[O:24].C(=O)([O-])[O-].[K+].[K+].[CH2:35](Br)[CH2:36][OH:37], predict the reaction product.